This data is from Reaction yield outcomes from USPTO patents with 853,638 reactions. The task is: Predict the reaction yield, written as a fraction of the theoretical maximum amount of product (1.0 means a 100% yield; for example, 0.34 means a 34% yield). The reactants are [N:1]1([S:7]([C:10]2([C:16]([O:18][C:19]([CH3:22])([CH3:21])[CH3:20])=[O:17])[CH2:15][CH2:14][O:13][CH2:12][CH2:11]2)(=[O:9])=[O:8])[CH2:6][CH2:5][NH:4][CH2:3][CH2:2]1.Br[C:24]1[CH:29]=[CH:28][C:27]([O:30][CH2:31][CH3:32])=[CH:26][CH:25]=1.CC(C)([O-])C.[Na+].C(P(C(C)(C)C)C(C)(C)C)(C)(C)C. The catalyst is C1(C)C=CC=CC=1.CO.C([O-])(=O)C.[Pd+2].C([O-])(=O)C. The product is [CH2:31]([O:30][C:27]1[CH:28]=[CH:29][C:24]([N:4]2[CH2:3][CH2:2][N:1]([S:7]([C:10]3([C:16]([O:18][C:19]([CH3:22])([CH3:21])[CH3:20])=[O:17])[CH2:15][CH2:14][O:13][CH2:12][CH2:11]3)(=[O:9])=[O:8])[CH2:6][CH2:5]2)=[CH:25][CH:26]=1)[CH3:32]. The yield is 0.660.